From a dataset of Catalyst prediction with 721,799 reactions and 888 catalyst types from USPTO. Predict which catalyst facilitates the given reaction. (1) Reactant: [CH:1]([NH2:3])=O.[NH2:4][C:5]1[CH:14]=[C:13]([O:15][CH2:16][CH2:17][O:18][CH3:19])[C:12]([O:20][CH2:21][CH2:22][O:23][CH3:24])=[CH:11][C:6]=1[C:7](OC)=[O:8]. Product: [CH3:24][O:23][CH2:22][CH2:21][O:20][C:12]1[CH:11]=[C:6]2[C:5](=[CH:14][C:13]=1[O:15][CH2:16][CH2:17][O:18][CH3:19])[N:4]=[CH:1][NH:3][C:7]2=[O:8]. The catalyst class is: 60. (2) Reactant: C(P(CCCC)CCCC)CCC.[CH3:14][O:15][C:16](=[O:30])[CH2:17][C:18]1[C:22]2[C:23]([Cl:28])=[CH:24][C:25]([OH:27])=[CH:26][C:21]=2[S:20][C:19]=1[CH3:29].[CH3:31][C:32]1[C:37]([CH2:38]O)=[CH:36][CH:35]=[C:34]([C:40]([F:43])([F:42])[F:41])[N:33]=1.C1CCN(C(N=NC(N2CCCCC2)=O)=O)CC1. Product: [CH3:14][O:15][C:16](=[O:30])[CH2:17][C:18]1[C:22]2[C:23]([Cl:28])=[CH:24][C:25]([O:27][CH2:38][C:37]3[C:32]([CH3:31])=[N:33][C:34]([C:40]([F:43])([F:41])[F:42])=[CH:35][CH:36]=3)=[CH:26][C:21]=2[S:20][C:19]=1[CH3:29]. The catalyst class is: 1. (3) Reactant: ClC1C=C(Cl)C=C(C[O:10]C)C=1[N+]([O-])=O.C(CC1N=C(OC)C=C(OC)N=1)#N.[OH-].[Na+].[Cl:30][C:31]1[CH:32]=[C:33]([CH2:53][O:54][CH3:55])[C:34]([N+:50]([O-:52])=[O:51])=[C:35]([CH:37]([C:40]2[N:45]=[C:44]([O:46][CH3:47])[CH:43]=[C:42]([O:48][CH3:49])[N:41]=2)C#N)[CH:36]=1.OO.Cl. Product: [Cl:30][C:31]1[CH:32]=[C:33]([CH2:53][O:54][CH3:55])[C:34]([N+:50]([O-:52])=[O:51])=[C:35]([C:37]([C:40]2[N:45]=[C:44]([O:46][CH3:47])[CH:43]=[C:42]([O:48][CH3:49])[N:41]=2)=[O:10])[CH:36]=1. The catalyst class is: 136. (4) Reactant: [CH3:1][O:2][C:3](=[O:20])[C:4]1[CH:9]=[C:8]([S:10][CH3:11])[CH:7]=[C:6]([NH:12]C(OC(C)(C)C)=O)[CH:5]=1.[ClH:21]. Product: [ClH:21].[CH3:1][O:2][C:3](=[O:20])[C:4]1[CH:9]=[C:8]([S:10][CH3:11])[CH:7]=[C:6]([NH2:12])[CH:5]=1. The catalyst class is: 12.